Dataset: Buchwald-Hartwig C-N cross coupling reaction yields with 55,370 reactions. Task: Predict the reaction yield, written as a fraction of the theoretical maximum amount of product (1.0 means a 100% yield; for example, 0.34 means a 34% yield). (1) The reactants are Clc1cccnc1.Cc1ccc(N)cc1.O=S(=O)(O[Pd]1c2ccccc2-c2ccccc2N~1)C(F)(F)F.COc1ccc(OC)c(P(C(C)(C)C)C(C)(C)C)c1-c1c(C(C)C)cc(C(C)C)cc1C(C)C.CN(C)C(=NC(C)(C)C)N(C)C.c1ccc(-c2ccno2)cc1. No catalyst specified. The product is Cc1ccc(Nc2cccnc2)cc1. The yield is 0.0264. (2) The reactants are CCc1ccc(I)cc1.Cc1ccc(N)cc1.O=S(=O)(O[Pd]1c2ccccc2-c2ccccc2N~1)C(F)(F)F.CC(C)c1cc(C(C)C)c(-c2ccccc2P(C(C)(C)C)C(C)(C)C)c(C(C)C)c1.CN1CCCN2CCCN=C12.Cc1ccon1. No catalyst specified. The product is CCc1ccc(Nc2ccc(C)cc2)cc1. The yield is 0.796. (3) The reactants are CCc1ccc(Br)cc1.Cc1ccc(N)cc1.O=S(=O)(O[Pd]1c2ccccc2-c2ccccc2N~1)C(F)(F)F.COc1ccc(OC)c(P(C(C)(C)C)C(C)(C)C)c1-c1c(C(C)C)cc(C(C)C)cc1C(C)C.CN1CCCN2CCCN=C12.c1ccc(-c2ccno2)cc1. No catalyst specified. The product is CCc1ccc(Nc2ccc(C)cc2)cc1. The yield is 0.575. (4) The reactants are Ic1ccccn1.Cc1ccc(N)cc1.O=S(=O)(O[Pd]1c2ccccc2-c2ccccc2N~1)C(F)(F)F.CC(C)c1cc(C(C)C)c(-c2ccccc2P(C2CCCCC2)C2CCCCC2)c(C(C)C)c1.CCN=P(N=P(N(C)C)(N(C)C)N(C)C)(N(C)C)N(C)C.c1ccc(-c2ccon2)cc1. No catalyst specified. The product is Cc1ccc(Nc2ccccn2)cc1. The yield is 0.127. (5) The reactants are Brc1ccccn1.Cc1ccc(N)cc1.O=S(=O)(O[Pd]1c2ccccc2-c2ccccc2N~1)C(F)(F)F.COc1ccc(OC)c(P(C(C)(C)C)C(C)(C)C)c1-c1c(C(C)C)cc(C(C)C)cc1C(C)C.CCN=P(N=P(N(C)C)(N(C)C)N(C)C)(N(C)C)N(C)C.CCOC(=O)c1cnoc1C. No catalyst specified. The product is Cc1ccc(Nc2ccccn2)cc1. The yield is 0.286. (6) The reactants are COc1ccc(Cl)cc1.Cc1ccc(N)cc1.O=S(=O)(O[Pd]1c2ccccc2-c2ccccc2N~1)C(F)(F)F.CC(C)c1cc(C(C)C)c(-c2ccccc2P(C(C)(C)C)C(C)(C)C)c(C(C)C)c1.CN(C)C(=NC(C)(C)C)N(C)C.COC(=O)c1ccno1. No catalyst specified. The product is COc1ccc(Nc2ccc(C)cc2)cc1. The yield is 0.